This data is from Full USPTO retrosynthesis dataset with 1.9M reactions from patents (1976-2016). The task is: Predict the reactants needed to synthesize the given product. (1) Given the product [F:1][C:2]1[CH:3]=[C:4]2[C:8](=[C:9]([F:11])[CH:10]=1)[N:7]([Si:15]([CH:20]([CH3:22])[CH3:21])([CH:17]([CH3:19])[CH3:18])[CH:12]([CH3:14])[CH3:13])[CH:6]=[CH:5]2, predict the reactants needed to synthesize it. The reactants are: [F:1][C:2]1[CH:3]=[C:4]2[C:8](=[C:9]([F:11])[CH:10]=1)[NH:7][CH:6]=[CH:5]2.[CH:12]([Si:15]([CH:20]([CH3:22])[CH3:21])([CH:17]([CH3:19])[CH3:18])Cl)([CH3:14])[CH3:13].[NH4+].[Cl-].CCOCC. (2) Given the product [Cl:29][C:28]1[C:23]([N:18]2[CH2:17][CH2:16][C:12]3[N:13]=[CH:14][N:15]=[C:10]([NH:9][C:6]4[CH:7]=[N:8][C:3]([C:2]([F:20])([F:1])[F:21])=[CH:4][CH:5]=4)[C:11]=3[CH2:19]2)=[N:24][CH:25]=[CH:26][CH:27]=1, predict the reactants needed to synthesize it. The reactants are: [F:1][C:2]([F:21])([F:20])[C:3]1[N:8]=[CH:7][C:6]([NH:9][C:10]2[C:11]3[CH2:19][NH:18][CH2:17][CH2:16][C:12]=3[N:13]=[CH:14][N:15]=2)=[CH:5][CH:4]=1.Cl[C:23]1[C:28]([Cl:29])=[CH:27][CH:26]=[CH:25][N:24]=1.C(N(CC)C(C)C)(C)C.